This data is from Forward reaction prediction with 1.9M reactions from USPTO patents (1976-2016). The task is: Predict the product of the given reaction. (1) Given the reactants [CH:1]([C:3]1[CH:12]=[CH:11][C:6]([C:7]([O:9][CH3:10])=[O:8])=[CH:5][CH:4]=1)=O.C(O)(=O)[CH2:14][C:15]([OH:17])=[O:16].N1CCCCC1, predict the reaction product. The product is: [CH3:10][O:9][C:7]([C:6]1[CH:11]=[CH:12][C:3](/[CH:1]=[CH:14]/[C:15]([OH:17])=[O:16])=[CH:4][CH:5]=1)=[O:8]. (2) Given the reactants [N:1]([C:4]1[CH:9]=[CH:8][C:7]([C:10]([F:13])([F:12])[F:11])=[CH:6][CH:5]=1)=[C:2]=[O:3].OC(C(F)(F)F)=O.[Cl:21][C:22]1[CH:39]=[CH:38][C:25]([CH2:26][N:27]2[C:31]([C@H:32]3[CH2:36][CH2:35][CH2:34][NH:33]3)=[N:30][N:29]=[C:28]2[CH3:37])=[CH:24][CH:23]=1.C(N(CC)C(C)C)(C)C.C([O-])(O)=O.[Na+], predict the reaction product. The product is: [Cl:21][C:22]1[CH:39]=[CH:38][C:25]([CH2:26][N:27]2[C:28]([CH3:37])=[N:29][N:30]=[C:31]2[C@H:32]2[CH2:36][CH2:35][CH2:34][N:33]2[C:2]([NH:1][C:4]2[CH:5]=[CH:6][C:7]([C:10]([F:11])([F:12])[F:13])=[CH:8][CH:9]=2)=[O:3])=[CH:24][CH:23]=1. (3) Given the reactants [CH2:1]([C:5]1[N:10]=[C:9]([CH2:11][CH2:12][C:13]2[CH:18]=[CH:17][C:16]([CH2:19][CH3:20])=[CH:15][N:14]=2)[NH:8][C:7](=[O:21])[C:6]=1[CH2:22][C:23]1[CH:28]=[C:27]([CH2:29][CH2:30][CH3:31])[C:26]([O:32][Si](C(C)(C)C)(C)C)=[C:25]([CH2:40][CH2:41][CH3:42])[CH:24]=1)[CH2:2][CH2:3][CH3:4].[F-].C([N+](CCCC)(CCCC)CCCC)CCC.O, predict the reaction product. The product is: [CH2:1]([C:5]1[N:10]=[C:9]([CH2:11][CH2:12][C:13]2[CH:18]=[CH:17][C:16]([CH2:19][CH3:20])=[CH:15][N:14]=2)[NH:8][C:7](=[O:21])[C:6]=1[CH2:22][C:23]1[CH:24]=[C:25]([CH2:40][CH2:41][CH3:42])[C:26]([OH:32])=[C:27]([CH2:29][CH2:30][CH3:31])[CH:28]=1)[CH2:2][CH2:3][CH3:4]. (4) Given the reactants Br[C:2]1[CH:3]=[C:4]([CH:18]=[C:19]([O:21][CH2:22][C@H:23]2[CH2:27][CH2:26][CH2:25][O:24]2)[CH:20]=1)[CH2:5][O:6][C:7]1[CH:12]=[CH:11][CH:10]=[CH:9][C:8]=1[CH2:13][C:14]([O:16]C)=[O:15].Cl.[NH2:29][CH2:30][C:31]1[CH:32]=[C:33](B(O)O)[CH:34]=[CH:35][CH:36]=1.[O-]P([O-])([O-])=O.[K+].[K+].[K+].C(Cl)Cl.[OH-].[Na+], predict the reaction product. The product is: [NH2:29][CH2:30][C:31]1[CH:36]=[C:35]([C:2]2[CH:20]=[C:19]([O:21][CH2:22][C@H:23]3[CH2:27][CH2:26][CH2:25][O:24]3)[CH:18]=[C:4]([CH2:5][O:6][C:7]3[CH:12]=[CH:11][CH:10]=[CH:9][C:8]=3[CH2:13][C:14]([OH:16])=[O:15])[CH:3]=2)[CH:34]=[CH:33][CH:32]=1. (5) Given the reactants C1(C2C=CC=CC=2)C=CC=CC=1C(P(C)C)P(C)C.CC(C)([O-])C.[Na+].N#N.Cl[C:29]1[N:34]=[C:33]([NH:35][C@H:36]([C:38]2[CH:43]=[CH:42][C:41]([F:44])=[CH:40][CH:39]=2)[CH3:37])[CH:32]=[CH:31][CH:30]=1.[NH2:45][C:46]1[CH:50]=[C:49]([CH:51]2[CH2:53][CH2:52]2)[N:48]([C:54]([O:56][C:57]([CH3:60])([CH3:59])[CH3:58])=[O:55])[N:47]=1, predict the reaction product. The product is: [CH:51]1([C:49]2[N:48]([C:54]([O:56][C:57]([CH3:59])([CH3:58])[CH3:60])=[O:55])[N:47]=[C:46]([NH:45][C:29]3[CH:30]=[CH:31][CH:32]=[C:33]([NH:35][C@H:36]([C:38]4[CH:43]=[CH:42][C:41]([F:44])=[CH:40][CH:39]=4)[CH3:37])[N:34]=3)[CH:50]=2)[CH2:52][CH2:53]1. (6) Given the reactants C([O:3][C:4]([C:6]1([CH2:19][CH2:20][NH:21][C:22]2[CH:23]=[N:24][C:25]([Cl:28])=[N:26][CH:27]=2)[CH2:11][CH2:10][N:9]([C:12]([O:14][C:15]([CH3:18])([CH3:17])[CH3:16])=[O:13])[CH2:8][CH2:7]1)=O)C.CC(C)([O-])C.[K+], predict the reaction product. The product is: [C:15]([O:14][C:12]([N:9]1[CH2:10][CH2:11][C:6]2([C:4](=[O:3])[N:21]([C:22]3[CH:27]=[N:26][C:25]([Cl:28])=[N:24][CH:23]=3)[CH2:20][CH2:19]2)[CH2:7][CH2:8]1)=[O:13])([CH3:17])([CH3:18])[CH3:16].